From a dataset of Catalyst prediction with 721,799 reactions and 888 catalyst types from USPTO. Predict which catalyst facilitates the given reaction. Reactant: [N:1]1[CH:6]=[CH:5][CH:4]=[CH:3][C:2]=1[CH2:7][N:8]1[CH2:13][CH2:12][NH:11][CH2:10][CH2:9]1.[C:14]([O:18][C:19]([N:21]1[C@@H:25]([C@H:26]([OH:33])[C:27]2[CH:32]=[CH:31][CH:30]=[CH:29][CH:28]=2)[CH2:24][CH2:23][C@H:22]1[CH2:34][C:35]1[CH:43]=[CH:42][C:38]([C:39](O)=[O:40])=[CH:37][CH:36]=1)=[O:20])([CH3:17])([CH3:16])[CH3:15].C(N(CC)C(C)C)(C)C.CN(C(ON1N=NC2C=CC=NC1=2)=[N+](C)C)C.F[P-](F)(F)(F)(F)F. Product: [OH:33][C@H:26]([C:27]1[CH:28]=[CH:29][CH:30]=[CH:31][CH:32]=1)[C@H:25]1[CH2:24][CH2:23][C@@H:22]([CH2:34][C:35]2[CH:43]=[CH:42][C:38]([C:39]([N:11]3[CH2:12][CH2:13][N:8]([CH2:7][C:2]4[CH:3]=[CH:4][CH:5]=[CH:6][N:1]=4)[CH2:9][CH2:10]3)=[O:40])=[CH:37][CH:36]=2)[N:21]1[C:19]([O:18][C:14]([CH3:17])([CH3:16])[CH3:15])=[O:20]. The catalyst class is: 9.